This data is from Full USPTO retrosynthesis dataset with 1.9M reactions from patents (1976-2016). The task is: Predict the reactants needed to synthesize the given product. (1) Given the product [Cl:1][C:2]1[CH:3]=[C:4]2[C:12](=[C:13]([NH:17][C:21](=[O:22])[C:20]3[CH:24]=[CH:25][CH:26]=[N:27][C:19]=3[CH3:18])[C:14]=1[S:15][CH3:16])[NH:11][C:10]1[CH:9]=[N:8][CH:7]=[CH:6][C:5]2=1, predict the reactants needed to synthesize it. The reactants are: [Cl:1][C:2]1[CH:3]=[C:4]2[C:12](=[C:13]([NH2:17])[C:14]=1[S:15][CH3:16])[NH:11][C:10]1[CH:9]=[N:8][CH:7]=[CH:6][C:5]2=1.[CH3:18][C:19]1[N:27]=[CH:26][CH:25]=[CH:24][C:20]=1[C:21](O)=[O:22].Cl.CN(C)CCCN=C=NCC.O. (2) The reactants are: C(O)=O.[C:4]([C:6]1[CH:7]=[C:8]([C:16]2[O:20][N:19]=[C:18]([C:21]3[CH:30]=[CH:29][CH:28]=[C:27]4[C:22]=3[CH2:23][CH2:24][N:25]([CH2:31][CH2:32][C:33]([O:35]C)=[O:34])[CH2:26]4)[N:17]=2)[CH:9]=[CH:10][C:11]=1[O:12][CH:13]([CH3:15])[CH3:14])#[N:5].[Li+].[OH-].Cl.C(Cl)[Cl:41]. Given the product [ClH:41].[C:4]([C:6]1[CH:7]=[C:8]([C:16]2[O:20][N:19]=[C:18]([C:21]3[CH:30]=[CH:29][CH:28]=[C:27]4[C:22]=3[CH2:23][CH2:24][N:25]([CH2:31][CH2:32][C:33]([OH:35])=[O:34])[CH2:26]4)[N:17]=2)[CH:9]=[CH:10][C:11]=1[O:12][CH:13]([CH3:15])[CH3:14])#[N:5], predict the reactants needed to synthesize it. (3) Given the product [F:1][C:2]1[CH:27]=[CH:26][CH:25]=[C:24]([F:28])[C:3]=1[C:4]([NH:6][C:7]1[CH:8]=[CH:9][C:10]2[C:16]([C:17]3[CH:22]=[CH:21][CH:20]=[CH:19][CH:18]=3)=[C:15]([CH3:30])[CH2:14][CH2:13][CH2:12][C:11]=2[CH:23]=1)=[O:5], predict the reactants needed to synthesize it. The reactants are: [F:1][C:2]1[CH:27]=[CH:26][CH:25]=[C:24]([F:28])[C:3]=1[C:4]([NH:6][C:7]1[CH:8]=[CH:9][C:10]2[C:16]([C:17]3[CH:22]=[CH:21][CH:20]=[CH:19][CH:18]=3)=[CH:15][CH2:14][CH2:13][CH2:12][C:11]=2[CH:23]=1)=[O:5].N[C:30]1C=CC2C(=O)C(C)CCCC=2C=1.NC1C=CC2C(=O)CCCCC=2C=1. (4) Given the product [CH:1]1([C:7]2[CH:31]=[CH:30][C:10]([C:11]([N:13]3[C:19]4[CH:20]=[CH:21][CH:22]=[CH:23][C:18]=4[CH2:17][N:16]4[C:24]([C:27]([N:40]5[CH2:41][CH2:42][CH:37]([N:32]6[CH2:36][CH2:35][CH2:34][CH2:33]6)[CH2:38][CH2:39]5)=[O:28])=[CH:25][CH:26]=[C:15]4[CH2:14]3)=[O:12])=[CH:9][CH:8]=2)[CH2:6][CH2:5][CH2:4][CH2:3][CH2:2]1, predict the reactants needed to synthesize it. The reactants are: [CH:1]1([C:7]2[CH:31]=[CH:30][C:10]([C:11]([N:13]3[C:19]4[CH:20]=[CH:21][CH:22]=[CH:23][C:18]=4[CH2:17][N:16]4[C:24]([C:27](Cl)=[O:28])=[CH:25][CH:26]=[C:15]4[CH2:14]3)=[O:12])=[CH:9][CH:8]=2)[CH2:6][CH2:5][CH2:4][CH2:3][CH2:2]1.[N:32]1([CH:37]2[CH2:42][CH2:41][NH:40][CH2:39][CH2:38]2)[CH2:36][CH2:35][CH2:34][CH2:33]1.C(N(CC)C(C)C)(C)C. (5) Given the product [CH2:20]([O:8][C:5]1[CH:6]=[CH:7][C:2]([Br:1])=[CH:3][C:4]=1[C:9]1[O:10][C:11]2[CH:17]=[CH:16][C:15]([CH3:18])=[CH:14][C:12]=2[N:13]=1)[C:21]1[CH:26]=[CH:25][CH:24]=[CH:23][CH:22]=1, predict the reactants needed to synthesize it. The reactants are: [Br:1][C:2]1[CH:7]=[CH:6][C:5]([OH:8])=[C:4]([C:9]2[O:10][C:11]3[CH:17]=[CH:16][C:15]([CH3:18])=[CH:14][C:12]=3[N:13]=2)[CH:3]=1.Cl[CH2:20][C:21]1[CH:26]=[CH:25][CH:24]=[CH:23][CH:22]=1.